This data is from Full USPTO retrosynthesis dataset with 1.9M reactions from patents (1976-2016). The task is: Predict the reactants needed to synthesize the given product. (1) Given the product [CH2:19]([Sn:7]([CH2:15][CH2:16][CH2:17][CH3:18])([O:6][CH2:9][CH:10]([CH2:13][CH3:14])[CH2:11][CH3:12])[O:8][CH2:9][CH:10]([CH2:11][CH3:12])[CH2:13][CH3:14])[CH2:20][CH2:21][CH3:22], predict the reactants needed to synthesize it. The reactants are: C([Sn](CCCC)(OCC(CC)CC)[O:6][Sn:7]([CH2:19][CH2:20][CH2:21][CH3:22])([CH2:15][CH2:16][CH2:17][CH3:18])[O:8][CH2:9][CH:10]([CH2:13][CH3:14])[CH2:11][CH3:12])CCC. (2) Given the product [NH2:28][C:12]([CH:10]1[CH2:11][N:8]([C:6]([O:5][C:1]([CH3:4])([CH3:3])[CH3:2])=[O:7])[CH2:9]1)=[O:14], predict the reactants needed to synthesize it. The reactants are: [C:1]([O:5][C:6]([N:8]1[CH2:11][CH:10]([C:12]([OH:14])=O)[CH2:9]1)=[O:7])([CH3:4])([CH3:3])[CH3:2].C([O-])(=O)C.[NH4+].F[P-](F)(F)(F)(F)F.C[N+:28](C)=C(N(C)C)ON1C2N=CC=CC=2N=N1.C(N(CC)C(C)C)(C)C. (3) Given the product [F:15][C:16]([F:25])([F:26])[C:17]1[CH:18]=[C:19]([CH:22]=[CH:23][CH:24]=1)[CH2:20][N:1]1[CH2:2][CH2:3][CH:4]([NH:7][C:8](=[O:14])[O:9][C:10]([CH3:11])([CH3:13])[CH3:12])[CH2:5][CH2:6]1, predict the reactants needed to synthesize it. The reactants are: [NH:1]1[CH2:6][CH2:5][CH:4]([NH:7][C:8](=[O:14])[O:9][C:10]([CH3:13])([CH3:12])[CH3:11])[CH2:3][CH2:2]1.[F:15][C:16]([F:26])([F:25])[C:17]1[CH:18]=[C:19]([CH:22]=[CH:23][CH:24]=1)[CH:20]=O.C(O[BH-](OC(=O)C)OC(=O)C)(=O)C.[Na+]. (4) Given the product [CH3:31][C:7]1[N:8]=[C:9]([NH:11][C:12]([C:19]2[CH:24]=[CH:23][CH:22]=[CH:21][CH:20]=2)([C:13]2[CH:14]=[CH:15][CH:16]=[CH:17][CH:18]=2)[C:25]2[CH:30]=[CH:29][CH:28]=[CH:27][CH:26]=2)[S:10][C:6]=1[C:4]([OH:5])=[O:3], predict the reactants needed to synthesize it. The reactants are: C([O:3][C:4]([C:6]1[S:10][C:9]([NH:11][C:12]([C:25]2[CH:30]=[CH:29][CH:28]=[CH:27][CH:26]=2)([C:19]2[CH:24]=[CH:23][CH:22]=[CH:21][CH:20]=2)[C:13]2[CH:18]=[CH:17][CH:16]=[CH:15][CH:14]=2)=[N:8][C:7]=1[CH3:31])=[O:5])C.[OH-].[Na+].C(OCC)(=O)C. (5) Given the product [F:27][C:21]1[CH:22]=[C:23]([F:26])[CH:24]=[CH:25][C:20]=1[N:16]1[C:15]([C:9]2[S:8][C:7]3[C:6]4[N:28]=[C:2]([NH:29][CH2:30][CH2:31][NH:32][C:33](=[O:35])[CH3:34])[CH:3]=[CH:4][C:5]=4[O:14][CH2:13][CH2:12][C:11]=3[CH:10]=2)=[N:19][CH:18]=[N:17]1, predict the reactants needed to synthesize it. The reactants are: Cl[C:2]1[CH:3]=[CH:4][C:5]2[O:14][CH2:13][CH2:12][C:11]3[CH:10]=[C:9]([C:15]4[N:16]([C:20]5[CH:25]=[CH:24][C:23]([F:26])=[CH:22][C:21]=5[F:27])[N:17]=[CH:18][N:19]=4)[S:8][C:7]=3[C:6]=2[N:28]=1.[NH2:29][CH2:30][CH2:31][NH:32][C:33](=[O:35])[CH3:34].CC(C1C=C(C(C)C)C(C2C=CC=CC=2P(C2CCCCC2)C2CCCCC2)=C(C(C)C)C=1)C.CC([O-])(C)C.[Na+].